The task is: Predict the product of the given reaction.. This data is from Forward reaction prediction with 1.9M reactions from USPTO patents (1976-2016). Given the reactants [Cl:1][C:2]1[C:11]2[C:6](=[CH:7][C:8]([O:13][CH3:14])=[C:9]([OH:12])[CH:10]=2)[N:5]=[CH:4][N:3]=1.[N:15]1([CH2:21][CH2:22][CH2:23]O)[CH2:20][CH2:19][O:18][CH2:17][CH2:16]1, predict the reaction product. The product is: [Cl:1][C:2]1[C:11]2[C:6](=[CH:7][C:8]([O:13][CH3:14])=[C:9]([O:12][CH2:23][CH2:22][CH2:21][N:15]3[CH2:20][CH2:19][O:18][CH2:17][CH2:16]3)[CH:10]=2)[N:5]=[CH:4][N:3]=1.